This data is from Full USPTO retrosynthesis dataset with 1.9M reactions from patents (1976-2016). The task is: Predict the reactants needed to synthesize the given product. (1) Given the product [N:18]12[CH2:23][CH2:22][CH:21]([CH2:20][CH2:19]1)[N:15]([C:12]1[CH:11]=[C:3]3[C:2](=[CH:14][CH:13]=1)[N:1]=[C:29]([CH2:30][CH3:31])[N:6]([CH2:7][C:8]([OH:10])=[O:9])[C:4]3=[O:5])[CH2:16][CH2:17]2, predict the reactants needed to synthesize it. The reactants are: [NH2:1][C:2]1[CH:14]=[CH:13][C:12]([N:15]2[CH:21]3[CH2:22][CH2:23][N:18]([CH2:19][CH2:20]3)[CH2:17][CH2:16]2)=[CH:11][C:3]=1[C:4]([NH:6][CH2:7][C:8]([OH:10])=[O:9])=[O:5].[OH-].[Li+].C(O[C:29](OCC)(OCC)[CH2:30][CH3:31])C. (2) The reactants are: [CH3:1][O:2][C:3]1[CH:4]=[C:5]([CH:7]=[CH:8][C:9]=1[O:10][CH3:11])N.Cl.N([O-])=O.[Na+].[CH3:17][N:18]1[C:22](=[O:23])[CH:21]=[CH:20][C:19]1=[O:24].CC([O-])=O.[Na+]. Given the product [CH3:1][O:2][C:3]1[CH:4]=[C:5]([C:20]2[C:19](=[O:24])[N:18]([CH3:17])[C:22](=[O:23])[CH:21]=2)[CH:7]=[CH:8][C:9]=1[O:10][CH3:11], predict the reactants needed to synthesize it. (3) Given the product [F:12][CH:13]([F:23])[O:14][C:15]1[CH:16]=[C:17]([C:21]2[O:9][N:8]=[C:7]([C:6]3[CH:5]=[N:4][CH:3]=[C:2]([F:1])[CH:11]=3)[CH:22]=2)[CH:18]=[CH:19][CH:20]=1, predict the reactants needed to synthesize it. The reactants are: [F:1][C:2]1[CH:3]=[N:4][CH:5]=[C:6]([CH:11]=1)[C:7](Cl)=[N:8][OH:9].[F:12][CH:13]([F:23])[O:14][C:15]1[CH:20]=[CH:19][CH:18]=[C:17]([C:21]#[CH:22])[CH:16]=1.N.